From a dataset of Full USPTO retrosynthesis dataset with 1.9M reactions from patents (1976-2016). Predict the reactants needed to synthesize the given product. (1) Given the product [O:25]=[C:16]1[C:17]2([CH2:24][CH2:23][N:22]([S:1]([Cl:5])(=[O:3])=[O:2])[CH2:21][CH2:20]2)[CH2:18][CH2:19][N:15]1[C:12]1[CH:11]=[CH:10][C:9]([O:8][C:7]([F:27])([F:6])[F:26])=[CH:14][CH:13]=1, predict the reactants needed to synthesize it. The reactants are: [S:1]([Cl:5])(Cl)(=[O:3])=[O:2].[F:6][C:7]([F:27])([F:26])[O:8][C:9]1[CH:14]=[CH:13][C:12]([N:15]2[CH2:19][CH2:18][C:17]3([CH2:24][CH2:23][NH:22][CH2:21][CH2:20]3)[C:16]2=[O:25])=[CH:11][CH:10]=1.CCN(CC)CC. (2) Given the product [N:47]1([C:52]([O:1][CH2:2][CH2:3][C:4]2[CH:46]=[CH:45][CH:44]=[CH:43][C:5]=2[O:6][CH2:7][CH2:8][O:9][CH:10]2[CH:15]([C:16]3[CH:17]=[CH:18][C:19]([O:22][CH2:23][CH2:24][CH2:25][O:26][CH2:27][C:28]4[CH:33]=[CH:32][CH:31]=[CH:30][C:29]=4[O:34][CH3:35])=[CH:20][CH:21]=3)[CH2:14][CH2:13][N:12]([C:36]([O:38][C:39]([CH3:41])([CH3:42])[CH3:40])=[O:37])[CH2:11]2)=[O:53])[CH:51]=[CH:50][N:49]=[CH:48]1, predict the reactants needed to synthesize it. The reactants are: [OH:1][CH2:2][CH2:3][C:4]1[CH:46]=[CH:45][CH:44]=[CH:43][C:5]=1[O:6][CH2:7][CH2:8][O:9][CH:10]1[CH:15]([C:16]2[CH:21]=[CH:20][C:19]([O:22][CH2:23][CH2:24][CH2:25][O:26][CH2:27][C:28]3[CH:33]=[CH:32][CH:31]=[CH:30][C:29]=3[O:34][CH3:35])=[CH:18][CH:17]=2)[CH2:14][CH2:13][N:12]([C:36]([O:38][C:39]([CH3:42])([CH3:41])[CH3:40])=[O:37])[CH2:11]1.[N:47]1([C:52](N2C=CN=C2)=[O:53])[CH:51]=[CH:50][N:49]=[CH:48]1. (3) Given the product [CH2:11]([S:8]([C:5]1[CH:6]=[CH:7][C:2]([NH:22][CH2:21][CH:17]2[CH2:18][CH2:19][CH2:20][O:16]2)=[C:3]([N+:13]([O-:15])=[O:14])[CH:4]=1)(=[O:10])=[O:9])[CH3:12], predict the reactants needed to synthesize it. The reactants are: Cl[C:2]1[CH:7]=[CH:6][C:5]([S:8]([CH2:11][CH3:12])(=[O:10])=[O:9])=[CH:4][C:3]=1[N+:13]([O-:15])=[O:14].[O:16]1[CH2:20][CH2:19][CH2:18][CH:17]1[CH2:21][NH2:22]. (4) Given the product [CH3:29][C:26]1[CH:25]=[C:24]([CH2:23][NH:22][C:18]2[N:19]=[C:20]([NH:14][C:11]3[NH:12][N:13]=[C:9]([CH2:8][CH2:7][C:4]4[CH:5]=[CH:6][N:1]=[CH:2][CH:3]=4)[CH:10]=3)[CH:21]=[CH:16][N:17]=2)[O:28][N:27]=1, predict the reactants needed to synthesize it. The reactants are: [N:1]1[CH:6]=[CH:5][C:4]([CH2:7][CH2:8][C:9]2[CH:10]=[C:11]([NH2:14])[NH:12][N:13]=2)=[CH:3][CH:2]=1.Cl[C:16]1[CH:21]=[CH:20][N:19]=[C:18]([NH:22][CH2:23][C:24]2[O:28][N:27]=[C:26]([CH3:29])[CH:25]=2)[N:17]=1. (5) The reactants are: Cl[C:2]1[N:3]=[C:4]([N:23]2[CH2:28][CH2:27][O:26][CH2:25][CH2:24]2)[C:5]2[O:10][C:9]3[N:11]=[CH:12][C:13]([CH2:15][N:16]4[CH2:21][CH2:20][CH:19]([F:22])[CH2:18][CH2:17]4)=[CH:14][C:8]=3[C:6]=2[N:7]=1.[NH:29]1[C:37]2[CH:36]=[CH:35][CH:34]=[C:33](B(O)O)[C:32]=2[CH:31]=[CH:30]1.C([O-])([O-])=O.[Na+].[Na+].O1CCOCC1. Given the product [F:22][CH:19]1[CH2:20][CH2:21][N:16]([CH2:15][C:13]2[CH:12]=[N:11][C:9]3[O:10][C:5]4[C:4]([N:23]5[CH2:28][CH2:27][O:26][CH2:25][CH2:24]5)=[N:3][C:2]([C:33]5[CH:34]=[CH:35][CH:36]=[C:37]6[C:32]=5[CH:31]=[CH:30][NH:29]6)=[N:7][C:6]=4[C:8]=3[CH:14]=2)[CH2:17][CH2:18]1, predict the reactants needed to synthesize it.